Dataset: Forward reaction prediction with 1.9M reactions from USPTO patents (1976-2016). Task: Predict the product of the given reaction. (1) Given the reactants [C:1](#[N:5])[CH2:2][C:3]#[N:4].[H-].[Na+].[F:8][C:9]1[CH:10]=[C:11]([CH:15]=[C:16]([O:18][CH3:19])[CH:17]=1)[C:12](Cl)=[O:13].Cl.[CH2:21]1COCC1, predict the reaction product. The product is: [F:8][C:9]1[CH:10]=[C:11]([C:12]([O:13][CH3:21])=[C:2]([C:1]#[N:5])[C:3]#[N:4])[CH:15]=[C:16]([O:18][CH3:19])[CH:17]=1. (2) Given the reactants [CH:1]1([NH:4][C:5]2[C:9]3[CH:10]=[CH:11][C:12]([CH3:15])=[C:13](I)[C:8]=3[O:7][N:6]=2)[CH2:3][CH2:2]1.C(N(CC)CC)C.CC1(C)C(C)(C)OBO1.C1(P(C2CCCCC2)C2C=CC=CC=2C2C=CC=CC=2C)CCCCC1.Br[C:59]1[C:64](=[O:65])[N:63]([CH3:66])[C:62]2[N:67]([C:70]3[C:75]([F:76])=[CH:74][CH:73]=[CH:72][C:71]=3[F:77])[N:68]=[CH:69][C:61]=2[CH:60]=1.C(=O)([O-])[O-].[Na+].[Na+].[OH-].[Na+], predict the reaction product. The product is: [CH:1]1([NH:4][C:5]2[C:9]3[CH:10]=[CH:11][C:12]([CH3:15])=[C:13]([C:59]4[C:64](=[O:65])[N:63]([CH3:66])[C:62]5[N:67]([C:70]6[C:75]([F:76])=[CH:74][CH:73]=[CH:72][C:71]=6[F:77])[N:68]=[CH:69][C:61]=5[CH:60]=4)[C:8]=3[O:7][N:6]=2)[CH2:3][CH2:2]1. (3) Given the reactants O=[C:2]([C:8]1[CH:13]=[CH:12][CH:11]=[CH:10][CH:9]=1)[CH2:3][CH2:4][C:5]([OH:7])=[O:6].Cl.[NH2:15][OH:16].C([O-])(=O)C.[Na+].O, predict the reaction product. The product is: [N:15](=[C:2]([C:8]1[CH:13]=[CH:12][CH:11]=[CH:10][CH:9]=1)[CH2:3][CH2:4][C:5]([OH:7])=[O:6])[OH:16]. (4) Given the reactants C([O:3][C:4](=[O:33])[CH:5]([O:30][CH2:31][CH3:32])[CH2:6][C:7]1[CH:12]=[CH:11][C:10]([O:13][CH2:14][CH2:15][C:16]2[N:17]=[C:18]([C:21]3[CH:26]=[CH:25][C:24]([O:27][CH3:28])=[CH:23][CH:22]=3)[S:19][CH:20]=2)=[CH:9][C:8]=1[CH3:29])C.[Li+].[OH-], predict the reaction product. The product is: [CH2:31]([O:30][CH:5]([CH2:6][C:7]1[CH:12]=[CH:11][C:10]([O:13][CH2:14][CH2:15][C:16]2[N:17]=[C:18]([C:21]3[CH:26]=[CH:25][C:24]([O:27][CH3:28])=[CH:23][CH:22]=3)[S:19][CH:20]=2)=[CH:9][C:8]=1[CH3:29])[C:4]([OH:33])=[O:3])[CH3:32]. (5) Given the reactants [Br:1][C:2]1[CH:7]=[C:6]([N+:8]([O-])=O)[C:5]([O:11][C:12]2[CH:17]=[CH:16][C:15]([F:18])=[CH:14][C:13]=2[F:19])=[CH:4][C:3]=1[O:20][C:21]1[CH:26]=[CH:25][C:24]([F:27])=[CH:23][C:22]=1[F:28].[Cl-].[NH4+].C(O)C.O, predict the reaction product. The product is: [Br:1][C:2]1[C:3]([O:20][C:21]2[CH:26]=[CH:25][C:24]([F:27])=[CH:23][C:22]=2[F:28])=[CH:4][C:5]([O:11][C:12]2[CH:17]=[CH:16][C:15]([F:18])=[CH:14][C:13]=2[F:19])=[C:6]([CH:7]=1)[NH2:8]. (6) Given the reactants F[C:2]1[CH:7]=[CH:6][C:5]([C:8]2[C:9]([NH2:37])=[N:10][CH:11]=[N:12][C:13]=2[N:14]2[CH2:19][CH2:18][CH:17]([C:20]3[N:21]([CH3:36])[CH:22]=[C:23]([C:25]4[CH:30]=[CH:29][C:28]([F:31])=[C:27]([C:32]([F:35])([F:34])[F:33])[CH:26]=4)[N:24]=3)[CH2:16][CH2:15]2)=[CH:4][CH:3]=1.[NH2:38][CH2:39]C1C=CC(B(O)O)=CC=1, predict the reaction product. The product is: [NH2:38][CH2:39][C:2]1[CH:7]=[CH:6][C:5]([C:8]2[C:9]([NH2:37])=[N:10][CH:11]=[N:12][C:13]=2[N:14]2[CH2:19][CH2:18][CH:17]([C:20]3[N:21]([CH3:36])[CH:22]=[C:23]([C:25]4[CH:30]=[CH:29][C:28]([F:31])=[C:27]([C:32]([F:34])([F:33])[F:35])[CH:26]=4)[N:24]=3)[CH2:16][CH2:15]2)=[CH:4][CH:3]=1. (7) Given the reactants [H-].[Na+].[CH3:3][S:4]([C:7]1[CH:8]=[C:9]([CH:11]=[CH:12][CH:13]=1)[NH2:10])(=[O:6])=[O:5].[Cl:14][C:15]1[C:20]([C:21]([NH2:23])=[O:22])=[C:19](Cl)[N:18]=[C:17]([S:25][CH3:26])[N:16]=1.C(O)(=O)CC(CC(O)=O)(C(O)=O)O, predict the reaction product. The product is: [Cl:14][C:15]1[C:20]([C:21]([NH2:23])=[O:22])=[C:19]([NH:10][C:9]2[CH:11]=[CH:12][CH:13]=[C:7]([S:4]([CH3:3])(=[O:5])=[O:6])[CH:8]=2)[N:18]=[C:17]([S:25][CH3:26])[N:16]=1.